This data is from Full USPTO retrosynthesis dataset with 1.9M reactions from patents (1976-2016). The task is: Predict the reactants needed to synthesize the given product. Given the product [N:7]1([C:14]2[CH:21]=[CH:20][C:17]([C:18]([OH:2])=[O:1])=[CH:16][C:15]=2[C:22]([F:25])([F:24])[F:23])[CH2:12][CH2:11][NH:10][CH2:9][CH2:8]1, predict the reactants needed to synthesize it. The reactants are: [OH2:1].[OH2:2].O.O.O.O.[NH:7]1[CH2:12][CH2:11][NH:10][CH2:9][CH2:8]1.F[C:14]1[CH:21]=[CH:20][C:17]([C:18]#N)=[CH:16][C:15]=1[C:22]([F:25])([F:24])[F:23].[OH-].[Na+].Cl.